From a dataset of Peptide-MHC class I binding affinity with 185,985 pairs from IEDB/IMGT. Regression. Given a peptide amino acid sequence and an MHC pseudo amino acid sequence, predict their binding affinity value. This is MHC class I binding data. (1) The peptide sequence is EEVSFQGRG. The MHC is HLA-B44:03 with pseudo-sequence HLA-B44:03. The binding affinity (normalized) is 0.191. (2) The peptide sequence is FTNKLINGY. The MHC is HLA-B58:01 with pseudo-sequence HLA-B58:01. The binding affinity (normalized) is 0.432.